Predict the product of the given reaction. From a dataset of Forward reaction prediction with 1.9M reactions from USPTO patents (1976-2016). (1) Given the reactants [OH:1][C@:2]1([CH3:23])[CH2:19][CH2:18][C@@:17]2([CH3:20])[C@@H:4]([CH2:5][CH2:6][C@@H:7]3[C@@H:16]2[CH2:15][CH2:14][C@@:12]2([CH3:13])[C@H:8]3[CH2:9][CH2:10][C@@H:11]2[CH:21]=O)[CH2:3]1.Cl.[NH2:25][OH:26].C(=O)([O-])[O-].[Na+].[Na+], predict the reaction product. The product is: [OH:1][C@:2]1([CH3:23])[CH2:19][CH2:18][C@@:17]2([CH3:20])[C@@H:4]([CH2:5][CH2:6][C@@H:7]3[C@@H:16]2[CH2:15][CH2:14][C@@:12]2([CH3:13])[C@H:8]3[CH2:9][CH2:10][C@@H:11]2[CH:21]=[N:25][OH:26])[CH2:3]1. (2) Given the reactants [Cl:1][C:2]1[C:3]([N:8]2[CH2:13][CH2:12][N:11]([CH2:14][C:15]3[CH:16]=[N:17][N:18]([C:21]4[CH:26]=[CH:25][CH:24]=[CH:23][CH:22]=4)[C:19]=3[CH3:20])[CH2:10][CH2:9]2)=[N:4][CH:5]=[CH:6][N:7]=1.[F:27][C:28]1[CH:33]=[C:32](B2OC(C)(C)C(C)(C)O2)[CH:31]=[CH:30][C:29]=1[CH2:43][OH:44].C(=O)([O-])[O-].[K+].[K+].O, predict the reaction product. The product is: [ClH:1].[F:27][C:28]1[CH:33]=[C:32]([C:2]2[C:3]([N:8]3[CH2:13][CH2:12][N:11]([CH2:14][C:15]4[CH:16]=[N:17][N:18]([C:21]5[CH:26]=[CH:25][CH:24]=[CH:23][CH:22]=5)[C:19]=4[CH3:20])[CH2:10][CH2:9]3)=[N:4][CH:5]=[CH:6][N:7]=2)[CH:31]=[CH:30][C:29]=1[CH2:43][OH:44]. (3) Given the reactants [C:1]([O:5][C:6]([NH:8][C@H:9]([C:16]([CH3:19])([CH3:18])[CH3:17])[CH2:10]OS(C)(=O)=O)=[O:7])([CH3:4])([CH3:3])[CH3:2].[C-:20]#[N:21].[Na+].O.C(OCC)(=O)C, predict the reaction product. The product is: [C:1]([O:5][C:6](=[O:7])[NH:8][C@@H:9]([CH2:10][C:20]#[N:21])[C:16]([CH3:19])([CH3:18])[CH3:17])([CH3:4])([CH3:3])[CH3:2]. (4) The product is: [CH2:18]([O:1][C:2]1[CH:3]=[C:4]2[C:8](=[CH:9][CH:10]=1)[NH:7][CH:6]=[CH:5]2)[CH3:19]. Given the reactants [OH:1][C:2]1[CH:3]=[C:4]2[C:8](=[CH:9][CH:10]=1)[NH:7][CH:6]=[CH:5]2.C([O-])([O-])=O.[K+].[K+].I[CH2:18][CH3:19].ClCCl.CO, predict the reaction product. (5) Given the reactants [NH2:1][C:2]1[CH:11]=[CH:10][C:9]([O:12][CH2:13][CH2:14][O:15][CH3:16])=[CH:8][C:3]=1[C:4](OC)=[O:5].Cl.[CH:18](N)=[NH:19], predict the reaction product. The product is: [OH:5][C:4]1[C:3]2[C:2](=[CH:11][CH:10]=[C:9]([O:12][CH2:13][CH2:14][O:15][CH3:16])[CH:8]=2)[N:1]=[CH:18][N:19]=1. (6) Given the reactants Cl.[C:2]1(=[O:12])[C:6]2([CH2:11][CH2:10][CH2:9][NH:8][CH2:7]2)[CH2:5][CH2:4][NH:3]1.C(N(CC)CC)C.[Cl:20][C:21]1[CH:26]=[C:25]([C:27]([F:30])([F:29])[F:28])[CH:24]=[CH:23][C:22]=1[S:31](Cl)(=[O:33])=[O:32], predict the reaction product. The product is: [Cl:20][C:21]1[CH:26]=[C:25]([C:27]([F:29])([F:28])[F:30])[CH:24]=[CH:23][C:22]=1[S:31]([N:8]1[CH2:9][CH2:10][CH2:11][C:6]2([C:2](=[O:12])[NH:3][CH2:4][CH2:5]2)[CH2:7]1)(=[O:33])=[O:32]. (7) Given the reactants [C:1]([NH:5][C:6](=[O:35])[C:7]1[CH:12]=[CH:11][CH:10]=[C:9]([O:13][C:14]2[CH:19]=[CH:18][C:17]([NH:20][C:21]3[C:31]4[CH:30]=[C:29]([CH:32]=O)[CH2:28][CH2:27][NH:26][C:25]=4[N:24]=[CH:23][N:22]=3)=[CH:16][C:15]=2[Cl:34])[CH:8]=1)([CH3:4])([CH3:3])[CH3:2].Cl.[NH2:37][O:38][CH2:39][CH2:40][OH:41].C([O-])(=O)C.[Na+], predict the reaction product. The product is: [C:1]([NH:5][C:6](=[O:35])[C:7]1[CH:12]=[CH:11][CH:10]=[C:9]([O:13][C:14]2[CH:19]=[CH:18][C:17]([NH:20][C:21]3[C:31]4[CH:30]=[C:29]([CH:32]=[N:37][O:38][CH2:39][CH2:40][OH:41])[CH2:28][CH2:27][NH:26][C:25]=4[N:24]=[CH:23][N:22]=3)=[CH:16][C:15]=2[Cl:34])[CH:8]=1)([CH3:4])([CH3:2])[CH3:3].